This data is from Full USPTO retrosynthesis dataset with 1.9M reactions from patents (1976-2016). The task is: Predict the reactants needed to synthesize the given product. Given the product [CH3:26][N:25]([CH3:27])[C:16]1[C:15](/[CH:14]=[CH:13]/[C:4]2[N:5]=[C:6]([N:8]3[CH2:12][CH2:11][CH2:10][CH2:9]3)[CH:7]=[C:2]([NH:28][CH:29]3[CH2:34][CH2:33][O:32][CH2:31][CH2:30]3)[N:3]=2)=[N:24][C:23]2[C:18](=[CH:19][CH:20]=[CH:21][CH:22]=2)[N:17]=1, predict the reactants needed to synthesize it. The reactants are: Cl[C:2]1[CH:7]=[C:6]([N:8]2[CH2:12][CH2:11][CH2:10][CH2:9]2)[N:5]=[C:4](/[CH:13]=[CH:14]/[C:15]2[C:16]([N:25]([CH3:27])[CH3:26])=[N:17][C:18]3[C:23]([N:24]=2)=[CH:22][CH:21]=[CH:20][CH:19]=3)[N:3]=1.[NH2:28][CH:29]1[CH2:34][CH2:33][O:32][CH2:31][CH2:30]1.CC(C)([O-])C.[Na+].C1(P(C2CCCCC2)C2C=CC=CC=2C2C(C(C)C)=CC(C(C)C)=CC=2C(C)C)CCCCC1.